This data is from Full USPTO retrosynthesis dataset with 1.9M reactions from patents (1976-2016). The task is: Predict the reactants needed to synthesize the given product. The reactants are: C([N:8]([CH2:27][C@@H:28]([C:30]1[CH:35]=[CH:34][CH:33]=[C:32]([Cl:36])[CH:31]=1)[OH:29])[CH2:9][CH2:10][C:11]1[CH:16]=[CH:15][C:14]([S:17]([C:20]2[CH:21]=[C:22]([OH:26])[CH:23]=[CH:24][CH:25]=2)(=[O:19])=[O:18])=[CH:13][CH:12]=1)C1C=CC=CC=1.[H][H]. Given the product [ClH:36].[Cl:36][C:32]1[CH:31]=[C:30]([C@@H:28]([OH:29])[CH2:27][NH:8][CH2:9][CH2:10][C:11]2[CH:12]=[CH:13][C:14]([S:17]([C:20]3[CH:21]=[C:22]([OH:26])[CH:23]=[CH:24][CH:25]=3)(=[O:18])=[O:19])=[CH:15][CH:16]=2)[CH:35]=[CH:34][CH:33]=1, predict the reactants needed to synthesize it.